This data is from Full USPTO retrosynthesis dataset with 1.9M reactions from patents (1976-2016). The task is: Predict the reactants needed to synthesize the given product. (1) Given the product [CH3:1][O:2][C:3]1[CH:8]=[CH:7][C:6]([C@H:9]2[CH2:14][C@H:13]([CH2:15][C@H:16]([S:18][CH3:19])[CH3:17])[NH:12][CH2:11][C@@H:10]2[O:20][CH2:21][C:32]2[CH:33]=[CH:34][C:35]3[O:40][CH2:39][CH2:38][N:37]([CH2:41][CH2:42][CH2:43][O:44][CH3:45])[C:36]=3[CH:46]=2)=[CH:5][CH:4]=1, predict the reactants needed to synthesize it. The reactants are: [CH3:1][O:2][C:3]1[CH:8]=[CH:7][C:6]([C@H:9]2[CH2:14][C@H:13]([CH2:15][C@H:16]([S:18][CH3:19])[CH3:17])[NH:12][CH2:11][C@@H:10]2[O:20][CH:21]([C:32]2[CH:33]=[CH:34][C:35]3[O:40][CH2:39][CH2:38][N:37]([CH2:41][CH2:42][CH2:43][O:44][CH3:45])[C:36]=3[CH:46]=2)S(C2C=CC(C)=CC=2)(=O)=O)=[CH:5][CH:4]=1.C1C2C(=CC=CC=2)C=CC=1.[Na]. (2) Given the product [CH2:1]([O:3][C:4]([C:6]1[C:7](=[O:24])[N:8]([C:18]2[CH:23]=[CH:22][CH:21]=[CH:20][CH:19]=2)[C:9]2[C:14]([C:15]=1[N:25]1[CH2:30][CH2:29][NH:28][CH2:27][CH2:26]1)=[CH:13][C:12]([CH3:17])=[CH:11][CH:10]=2)=[O:5])[CH3:2], predict the reactants needed to synthesize it. The reactants are: [CH2:1]([O:3][C:4]([C:6]1[C:7](=[O:24])[N:8]([C:18]2[CH:23]=[CH:22][CH:21]=[CH:20][CH:19]=2)[C:9]2[C:14]([C:15]=1Cl)=[CH:13][C:12]([CH3:17])=[CH:11][CH:10]=2)=[O:5])[CH3:2].[NH:25]1[CH2:30][CH2:29][NH:28][CH2:27][CH2:26]1. (3) Given the product [Cl:1][C:2]1[N:11]=[C:10]([C:19]([O:21][CH2:22][CH3:23])=[CH2:20])[C:9]2[C:4](=[CH:5][C:6]([F:13])=[CH:7][CH:8]=2)[N:3]=1, predict the reactants needed to synthesize it. The reactants are: [Cl:1][C:2]1[N:11]=[C:10](Cl)[C:9]2[C:4](=[CH:5][C:6]([F:13])=[CH:7][CH:8]=2)[N:3]=1.C([Sn](CCCC)(CCCC)[C:19]([O:21][CH2:22][CH3:23])=[CH2:20])CCC. (4) Given the product [C:6]([O:5][C:1]([NH:2][NH:3][CH2:20][C:19]([CH3:21])=[CH2:18])=[O:4])([CH3:9])([CH3:8])[CH3:7], predict the reactants needed to synthesize it. The reactants are: [C:1]([O:5][C:6]([CH3:9])([CH3:8])[CH3:7])(=[O:4])[NH:2][NH2:3].CCN(CC)CC.Br[CH2:18][C:19]([CH3:21])=[CH2:20]. (5) Given the product [CH2:1]([O:8][C@@H:9]1[C@@H:14]([O:15][CH2:16][C:17]2[CH:22]=[CH:21][CH:20]=[CH:19][CH:18]=2)[C@H:13]([O:23][CH2:24][C:25]2[CH:30]=[CH:29][CH:28]=[CH:27][CH:26]=2)[C@@H:12]([CH2:31][O:32][CH2:33][C:34]2[CH:39]=[CH:38][CH:37]=[CH:36][CH:35]=2)[O:11][C@H:10]1[N:40]1[C:48]2[C:43](=[C:44]([CH3:49])[CH:45]=[CH:46][CH:47]=2)[C:42]([CH2:50][C:51]2[CH:56]=[CH:55][C:54](/[CH:57]=[CH:58]/[C:59]([OH:61])=[O:60])=[CH:53][CH:52]=2)=[CH:41]1)[C:2]1[CH:3]=[CH:4][CH:5]=[CH:6][CH:7]=1, predict the reactants needed to synthesize it. The reactants are: [CH2:1]([O:8][C@@H:9]1[C@@H:14]([O:15][CH2:16][C:17]2[CH:22]=[CH:21][CH:20]=[CH:19][CH:18]=2)[C@H:13]([O:23][CH2:24][C:25]2[CH:30]=[CH:29][CH:28]=[CH:27][CH:26]=2)[C@@H:12]([CH2:31][O:32][CH2:33][C:34]2[CH:39]=[CH:38][CH:37]=[CH:36][CH:35]=2)[O:11][C@H:10]1[N:40]1[C:48]2[C:43](=[C:44]([CH3:49])[CH:45]=[CH:46][CH:47]=2)[C:42]([CH2:50][C:51]2[CH:56]=[CH:55][C:54](/[CH:57]=[CH:58]/[C:59]([O:61]C)=[O:60])=[CH:53][CH:52]=2)=[CH:41]1)[C:2]1[CH:7]=[CH:6][CH:5]=[CH:4][CH:3]=1.CO.[OH-].[Na+].Cl.